Dataset: Catalyst prediction with 721,799 reactions and 888 catalyst types from USPTO. Task: Predict which catalyst facilitates the given reaction. (1) Reactant: C(N(CC)CC)C.[Cl:8][CH2:9][CH2:10][CH2:11][C:12](Cl)=[O:13].[NH2:15][C:16]1[CH:21]=[CH:20][C:19]([O:22][CH3:23])=[CH:18][C:17]=1[S:24]([NH2:27])(=[O:26])=[O:25]. Product: [NH2:27][S:24]([C:17]1[CH:18]=[C:19]([O:22][CH3:23])[CH:20]=[CH:21][C:16]=1[NH:15][C:12](=[O:13])[CH2:11][CH2:10][CH2:9][Cl:8])(=[O:25])=[O:26]. The catalyst class is: 7. (2) Reactant: [CH3:1][O:2][C:3]1[CH:4]=[C:5]2[C:10](=[CH:11][C:12]=1[O:13][CH3:14])[N:9]=[CH:8][CH:7]=[C:6]2[O:15][C:16]1[CH:26]=[CH:25][C:19]([O:20][CH2:21][C:22]([OH:24])=O)=[CH:18][CH:17]=1.CCN=C=NCCCN(C)C.Cl.C1C=CC2N(O)N=NC=2C=1.[CH3:49][O:50][C:51]1[CH:56]=[CH:55][CH:54]=[C:53]([NH2:57])[CH:52]=1.C(=O)([O-])O.[Na+]. Product: [CH3:49][O:50][C:51]1[CH:52]=[C:53]([NH:57][C:22](=[O:24])[CH2:21][O:20][C:19]2[CH:25]=[CH:26][C:16]([O:15][C:6]3[C:5]4[C:10](=[CH:11][C:12]([O:13][CH3:14])=[C:3]([O:2][CH3:1])[CH:4]=4)[N:9]=[CH:8][CH:7]=3)=[CH:17][CH:18]=2)[CH:54]=[CH:55][CH:56]=1. The catalyst class is: 146. (3) Reactant: Br[CH:2]([CH2:19][CH3:20])[C:3]([NH:5][C:6]1[S:7][C:8]([CH2:11][C:12]2[CH:17]=[CH:16][CH:15]=[CH:14][C:13]=2[Cl:18])=[CH:9][N:10]=1)=[O:4].[CH2:21]([NH2:23])[CH3:22]. Product: [Cl:18][C:13]1[CH:14]=[CH:15][CH:16]=[CH:17][C:12]=1[CH2:11][C:8]1[S:7][C:6]([NH:5][C:3](=[O:4])[CH:2]([NH:23][CH2:21][CH3:22])[CH2:19][CH3:20])=[N:10][CH:9]=1. The catalyst class is: 9. (4) Reactant: [O:1]=[C:2]1[C:11]([N:12]2[C:21]3[C:16](=[CH:17][CH:18]=[CH:19][CH:20]=3)[CH2:15][CH2:14][CH2:13]2)=[N:10][C:9]2[C:4](=[CH:5][CH:6]=[C:7]([C:22]([O:24]C)=[O:23])[CH:8]=2)[NH:3]1.[OH-].[K+].O. Product: [O:1]=[C:2]1[C:11]([N:12]2[C:21]3[C:16](=[CH:17][CH:18]=[CH:19][CH:20]=3)[CH2:15][CH2:14][CH2:13]2)=[N:10][C:9]2[C:4](=[CH:5][CH:6]=[C:7]([C:22]([OH:24])=[O:23])[CH:8]=2)[NH:3]1. The catalyst class is: 5. (5) Reactant: [Br:1][C:2]1[C:3]([C:17]([F:20])([F:19])[F:18])=[CH:4][C:5]([N:8]2[C:12](=[O:13])[C:11]([CH3:14])=[C:10]([Cl:15])[C:9]2=[O:16])=[N:6][CH:7]=1.[BH4-].[Na+].O.C(OCC)(=O)C. Product: [Br:1][C:2]1[C:3]([C:17]([F:20])([F:18])[F:19])=[CH:4][C:5]([N:8]2[C:9](=[O:16])[C:10]([Cl:15])=[C:11]([CH3:14])[CH:12]2[OH:13])=[N:6][CH:7]=1.[Br:1][C:2]1[C:3]([C:17]([F:20])([F:18])[F:19])=[CH:4][C:5]([N:8]2[C:12](=[O:13])[C:11]([CH3:14])=[C:10]([Cl:15])[CH:9]2[OH:16])=[N:6][CH:7]=1. The catalyst class is: 111.